From a dataset of Forward reaction prediction with 1.9M reactions from USPTO patents (1976-2016). Predict the product of the given reaction. Given the reactants [Cl:1][C:2]1[N:7]=[N:6][C:5]([NH:8][CH3:9])=[C:4]([C:10]2[CH:15]=[CH:14][CH:13]=[CH:12][CH:11]=2)[CH:3]=1.N1([S:22]([C:25]2[CH:26]=[C:27]([CH:31]=[C:32]([C:34]([F:37])([F:36])[F:35])[CH:33]=2)[C:28]([OH:30])=O)(=[O:24])=[O:23])CCOCC1.[CH3:38]CCCCCC.C(OCC)(=O)C, predict the reaction product. The product is: [Cl:1][C:2]1[N:7]=[N:6][C:5]([N:8]([CH3:9])[C:28](=[O:30])[C:27]2[CH:31]=[C:32]([C:34]([F:35])([F:36])[F:37])[CH:33]=[C:25]([S:22]([CH3:38])(=[O:23])=[O:24])[CH:26]=2)=[C:4]([C:10]2[CH:11]=[CH:12][CH:13]=[CH:14][CH:15]=2)[CH:3]=1.